From a dataset of Forward reaction prediction with 1.9M reactions from USPTO patents (1976-2016). Predict the product of the given reaction. (1) Given the reactants C([O:3][C:4](=[O:37])[CH2:5][CH2:6][C:7]1[CH:12]=[CH:11][C:10]([NH:13][C:14]([C:16]2[C:17]([C:22]3[CH:27]=[CH:26][C:25]([C:28]([F:31])([F:30])[F:29])=[CH:24][CH:23]=3)=[CH:18][CH:19]=[CH:20][CH:21]=2)=[O:15])=[C:9]([C:32](=[O:36])[N:33]([CH3:35])[CH3:34])[CH:8]=1)C.[OH-].[Na+], predict the reaction product. The product is: [CH3:35][N:33]([CH3:34])[C:32]([C:9]1[CH:8]=[C:7]([CH2:6][CH2:5][C:4]([OH:37])=[O:3])[CH:12]=[CH:11][C:10]=1[NH:13][C:14]([C:16]1[C:17]([C:22]2[CH:27]=[CH:26][C:25]([C:28]([F:31])([F:29])[F:30])=[CH:24][CH:23]=2)=[CH:18][CH:19]=[CH:20][CH:21]=1)=[O:15])=[O:36]. (2) Given the reactants [NH2:1][C:2]([C:4]1[CH:5]=[N:6][C:7]2[C:12]([C:13]=1[NH:14][C:15]1[CH:16]=[C:17]([CH:23]=[CH:24][CH:25]=1)[C:18]([O:20]CC)=[O:19])=[CH:11][CH:10]=[C:9]([C:26]1[CH:31]=[CH:30][CH:29]=[C:28]([O:32][CH3:33])[CH:27]=1)[CH:8]=2)=[O:3].[OH-].[Na+], predict the reaction product. The product is: [NH2:1][C:2]([C:4]1[CH:5]=[N:6][C:7]2[C:12]([C:13]=1[NH:14][C:15]1[CH:16]=[C:17]([CH:23]=[CH:24][CH:25]=1)[C:18]([OH:20])=[O:19])=[CH:11][CH:10]=[C:9]([C:26]1[CH:31]=[CH:30][CH:29]=[C:28]([O:32][CH3:33])[CH:27]=1)[CH:8]=2)=[O:3].